From a dataset of Reaction yield outcomes from USPTO patents with 853,638 reactions. Predict the reaction yield, written as a fraction of the theoretical maximum amount of product (1.0 means a 100% yield; for example, 0.34 means a 34% yield). (1) The reactants are [CH3:1][O:2][C:3]1[C:8]([O:9][CH3:10])=[C:7]([O:11][CH3:12])[C:6]2[C:13]3[C:20]([C@@H:21]([NH2:24])[CH2:22][CH2:23][C:5]=2[CH:4]=1)=[CH:19][C:17](=[O:18])[C:16]([O:25][CH3:26])=[CH:15][CH:14]=3.[F:27][C:28]1[CH:29]=[C:30]([CH:34]=[C:35]([CH2:37][OH:38])[CH:36]=1)[C:31](O)=[O:32].C1C=CC2N(O)N=NC=2C=1.CCN=C=NCCCN(C)C. The catalyst is CN(C)C=O.O. The product is [F:27][C:28]1[CH:36]=[C:35]([CH:34]=[C:30]([CH2:31][OH:32])[CH:29]=1)[C:37]([NH:24][C@@H:21]1[C:20]2[C:13](=[CH:14][CH:15]=[C:16]([O:25][CH3:26])[C:17](=[O:18])[CH:19]=2)[C:6]2[C:7]([O:11][CH3:12])=[C:8]([O:9][CH3:10])[C:3]([O:2][CH3:1])=[CH:4][C:5]=2[CH2:23][CH2:22]1)=[O:38]. The yield is 0.520. (2) The catalyst is C1(C)C=CC=CC=1. The yield is 0.590. The reactants are [Br:1][C:2]1[CH:10]=[CH:9][CH:8]=[C:7]([NH:11][C:12](=O)[CH2:13][Cl:14])[C:3]=1[C:4]([OH:6])=O.[Cl:16][C:17]1[CH:24]=[CH:23][CH:22]=[CH:21][C:18]=1[CH2:19][NH2:20].C(N(CC)CC)C.P(Cl)(Cl)Cl. The product is [Br:1][C:2]1[CH:10]=[CH:9][CH:8]=[C:7]2[C:3]=1[C:4](=[O:6])[N:20]([CH2:19][C:18]1[CH:21]=[CH:22][CH:23]=[CH:24][C:17]=1[Cl:16])[C:12]([CH2:13][Cl:14])=[N:11]2. (3) The yield is 0.810. The catalyst is CN(C)C1C=CN=CC=1.O1CCCC1.C(OCC)C. The product is [C:18]1([P:17]([C:15]2[CH:14]=[CH:29][CH:24]=[CH:25][CH:26]=2)[N:5]2[CH2:6][CH2:7][C@H:4]2[C:2]([CH3:8])([CH3:1])[O:3][P:17]([C:24]2[CH:29]=[CH:28][CH:27]=[CH:26][CH:25]=2)[C:18]2[CH:23]=[CH:22][CH:21]=[CH:20][CH:19]=2)[CH:23]=[CH:22][CH:21]=[CH:20][CH:19]=1. The reactants are [CH3:1][C:2]([CH3:8])([C@@H:4]1[CH2:7][CH2:6][NH:5]1)[OH:3].C(N([CH2:14][CH3:15])CC)C.Cl[P:17]([C:24]1[CH:29]=[CH:28][CH:27]=[CH:26][CH:25]=1)[C:18]1[CH:23]=[CH:22][CH:21]=[CH:20][CH:19]=1.